From a dataset of Catalyst prediction with 721,799 reactions and 888 catalyst types from USPTO. Predict which catalyst facilitates the given reaction. (1) The catalyst class is: 27. Reactant: [N+:1]([C:4]1[CH:5]=[C:6]([C:10]2[CH:11]=[N:12][CH:13]=[CH:14][CH:15]=2)[CH:7]=[CH:8][CH:9]=1)([O-:3])=[O:2].[S:16]([O:21]C)([O:19][CH3:20])(=[O:18])=[O:17]. Product: [CH3:20][O:19][S:16]([O-:21])(=[O:18])=[O:17].[CH3:20][N+:12]1[CH:13]=[CH:14][CH:15]=[C:10]([C:6]2[CH:7]=[CH:8][CH:9]=[C:4]([N+:1]([O-:3])=[O:2])[CH:5]=2)[CH:11]=1. (2) Reactant: [Cl:1][C:2]1[C:7]([O:8][CH3:9])=[CH:6][C:5]([O:10][CH3:11])=[C:4]([Cl:12])[C:3]=1[C:13]1[C:24](=[O:25])[N:23]([CH2:26][CH2:27][N:28]([CH2:35][CH3:36])[CH:29]2[CH2:34][CH2:33][NH:32][CH2:31][CH2:30]2)[C:16]2[N:17]=[C:18]([NH:21][CH3:22])[N:19]=[CH:20][C:15]=2[CH:14]=1.[C:37](Cl)(=[O:40])[CH:38]=[CH2:39]. Product: [C:37]([N:32]1[CH2:31][CH2:30][CH:29]([N:28]([CH2:35][CH3:36])[CH2:27][CH2:26][N:23]2[C:16]3[N:17]=[C:18]([NH:21][CH3:22])[N:19]=[CH:20][C:15]=3[CH:14]=[C:13]([C:3]3[C:2]([Cl:1])=[C:7]([O:8][CH3:9])[CH:6]=[C:5]([O:10][CH3:11])[C:4]=3[Cl:12])[C:24]2=[O:25])[CH2:34][CH2:33]1)(=[O:40])[CH:38]=[CH2:39]. The catalyst class is: 61. (3) Reactant: [OH:1][C@H:2]1[CH2:7][CH2:6][C@H:5]([CH2:8][NH:9][C:10](=[O:16])[O:11][C:12]([CH3:15])([CH3:14])[CH3:13])[CH2:4][CH2:3]1.[CH3:17][S:18](Cl)(=[O:20])=[O:19]. Product: [CH3:17][S:18]([O:1][C@H:2]1[CH2:7][CH2:6][C@H:5]([CH2:8][NH:9][C:10]([O:11][C:12]([CH3:13])([CH3:15])[CH3:14])=[O:16])[CH2:4][CH2:3]1)(=[O:20])=[O:19]. The catalyst class is: 2. (4) Reactant: [C:1]([O:5][C:6]([N:8]1[CH2:13][CH2:12][N:11]([C:14]2[CH:19]=[CH:18][C:17]([N+:20]([O-])=O)=[C:16]([CH3:23])[CH:15]=2)[CH2:10][CH2:9]1)=[O:7])([CH3:4])([CH3:3])[CH3:2]. Product: [C:1]([O:5][C:6]([N:8]1[CH2:13][CH2:12][N:11]([C:14]2[CH:19]=[CH:18][C:17]([NH2:20])=[C:16]([CH3:23])[CH:15]=2)[CH2:10][CH2:9]1)=[O:7])([CH3:4])([CH3:3])[CH3:2]. The catalyst class is: 481.